This data is from Full USPTO retrosynthesis dataset with 1.9M reactions from patents (1976-2016). The task is: Predict the reactants needed to synthesize the given product. Given the product [CH3:12][O:13][C:4]([C:3]1[CH:7]=[CH:8][C:9]([F:11])=[CH:10][C:2]=1[F:1])=[O:5], predict the reactants needed to synthesize it. The reactants are: [F:1][C:2]1[CH:10]=[C:9]([F:11])[CH:8]=[CH:7][C:3]=1[C:4](Cl)=[O:5].[CH3:12][OH:13].